Dataset: Peptide-MHC class II binding affinity with 134,281 pairs from IEDB. Task: Regression. Given a peptide amino acid sequence and an MHC pseudo amino acid sequence, predict their binding affinity value. This is MHC class II binding data. (1) The peptide sequence is SQDLELRWNLNGLQAY. The MHC is DRB1_1302 with pseudo-sequence DRB1_1302. The binding affinity (normalized) is 0.680. (2) The peptide sequence is EITGIMKDLDEPGHL. The MHC is DRB1_0301 with pseudo-sequence DRB1_0301. The binding affinity (normalized) is 0.353. (3) The binding affinity (normalized) is 0.0885. The peptide sequence is SIISHNFCNLTSAFN. The MHC is H-2-IAb with pseudo-sequence H-2-IAb. (4) The peptide sequence is AFKWAATAANAAPAN. The MHC is DRB1_0802 with pseudo-sequence DRB1_0802. The binding affinity (normalized) is 0.464. (5) The peptide sequence is PFCSHHFHELQLKDG. The MHC is DRB1_0701 with pseudo-sequence DRB1_0701. The binding affinity (normalized) is 0.514. (6) The peptide sequence is SQDLELSWNLNGAQAY. The MHC is DRB1_1302 with pseudo-sequence DRB1_1302. The binding affinity (normalized) is 0.770. (7) The peptide sequence is ELFVAAYVPYVAWLV. The MHC is DRB1_0405 with pseudo-sequence DRB1_0405. The binding affinity (normalized) is 0.851.